The task is: Predict the product of the given reaction.. This data is from Forward reaction prediction with 1.9M reactions from USPTO patents (1976-2016). (1) Given the reactants [CH3:1][C:2]1([CH3:23])[C:8]2[CH:9]=[CH:10][C:11]([N+:13]([O-:15])=[O:14])=[CH:12][C:7]=2[NH:6][C:5](=O)[CH:4]([NH:17][C:18](=O)[CH2:19][O:20][CH3:21])[CH2:3]1, predict the reaction product. The product is: [CH3:1][C:2]1([CH3:23])[C:8]2[CH:9]=[CH:10][C:11]([N+:13]([O-:15])=[O:14])=[CH:12][C:7]=2[NH:6][CH2:5][CH:4]([NH:17][CH2:18][CH2:19][O:20][CH3:21])[CH2:3]1. (2) Given the reactants [CH3:1][C:2]1[O:6][N:5]=[C:4]([C:7]2[CH:12]=[CH:11][CH:10]=[CH:9][CH:8]=2)[C:3]=1[CH2:13][O:14][C:15]1[N:20]=[N:19][C:18]([NH2:21])=[CH:17][CH:16]=1.[O:22]1[CH2:27][CH2:26][CH:25]([C:28](Cl)=[O:29])[CH2:24][CH2:23]1, predict the reaction product. The product is: [CH3:1][C:2]1[O:6][N:5]=[C:4]([C:7]2[CH:8]=[CH:9][CH:10]=[CH:11][CH:12]=2)[C:3]=1[CH2:13][O:14][C:15]1[N:20]=[N:19][C:18]([NH:21][C:28]([CH:25]2[CH2:26][CH2:27][O:22][CH2:23][CH2:24]2)=[O:29])=[CH:17][CH:16]=1.